From a dataset of NCI-60 drug combinations with 297,098 pairs across 59 cell lines. Regression. Given two drug SMILES strings and cell line genomic features, predict the synergy score measuring deviation from expected non-interaction effect. (1) Drug 2: CN(C(=O)NC(C=O)C(C(C(CO)O)O)O)N=O. Drug 1: C1=CC(=CC=C1C#N)C(C2=CC=C(C=C2)C#N)N3C=NC=N3. Synergy scores: CSS=8.86, Synergy_ZIP=-1.92, Synergy_Bliss=2.14, Synergy_Loewe=7.51, Synergy_HSA=2.14. Cell line: EKVX. (2) Drug 1: CC1=CC=C(C=C1)C2=CC(=NN2C3=CC=C(C=C3)S(=O)(=O)N)C(F)(F)F. Drug 2: C1C(C(OC1N2C=NC3=C(N=C(N=C32)Cl)N)CO)O. Cell line: HCC-2998. Synergy scores: CSS=53.9, Synergy_ZIP=-1.73, Synergy_Bliss=-3.53, Synergy_Loewe=-28.7, Synergy_HSA=-0.415. (3) Drug 1: CC1=CC=C(C=C1)C2=CC(=NN2C3=CC=C(C=C3)S(=O)(=O)N)C(F)(F)F. Drug 2: CC(C)NC(=O)C1=CC=C(C=C1)CNNC.Cl. Cell line: NCI-H522. Synergy scores: CSS=3.32, Synergy_ZIP=-1.21, Synergy_Bliss=-0.784, Synergy_Loewe=0.328, Synergy_HSA=0.605. (4) Drug 1: CS(=O)(=O)OCCCCOS(=O)(=O)C. Drug 2: CC(C)NC(=O)C1=CC=C(C=C1)CNNC.Cl. Cell line: SN12C. Synergy scores: CSS=4.57, Synergy_ZIP=0.921, Synergy_Bliss=4.62, Synergy_Loewe=1.18, Synergy_HSA=1.04. (5) Drug 1: CCC1(CC2CC(C3=C(CCN(C2)C1)C4=CC=CC=C4N3)(C5=C(C=C6C(=C5)C78CCN9C7C(C=CC9)(C(C(C8N6C=O)(C(=O)OC)O)OC(=O)C)CC)OC)C(=O)OC)O.OS(=O)(=O)O. Drug 2: CC1=C(C(CCC1)(C)C)C=CC(=CC=CC(=CC(=O)O)C)C. Cell line: CCRF-CEM. Synergy scores: CSS=77.4, Synergy_ZIP=-2.98, Synergy_Bliss=2.31, Synergy_Loewe=-40.7, Synergy_HSA=4.73. (6) Drug 1: CC1=C2C(C(=O)C3(C(CC4C(C3C(C(C2(C)C)(CC1OC(=O)C(C(C5=CC=CC=C5)NC(=O)OC(C)(C)C)O)O)OC(=O)C6=CC=CC=C6)(CO4)OC(=O)C)OC)C)OC. Drug 2: CCC(=C(C1=CC=CC=C1)C2=CC=C(C=C2)OCCN(C)C)C3=CC=CC=C3.C(C(=O)O)C(CC(=O)O)(C(=O)O)O. Cell line: NCI-H226. Synergy scores: CSS=40.8, Synergy_ZIP=10.9, Synergy_Bliss=10.5, Synergy_Loewe=-18.1, Synergy_HSA=9.04. (7) Drug 1: CC1CCC2CC(C(=CC=CC=CC(CC(C(=O)C(C(C(=CC(C(=O)CC(OC(=O)C3CCCCN3C(=O)C(=O)C1(O2)O)C(C)CC4CCC(C(C4)OC)OCCO)C)C)O)OC)C)C)C)OC. Drug 2: CN(CC1=CN=C2C(=N1)C(=NC(=N2)N)N)C3=CC=C(C=C3)C(=O)NC(CCC(=O)O)C(=O)O. Cell line: SW-620. Synergy scores: CSS=28.6, Synergy_ZIP=-0.292, Synergy_Bliss=-0.373, Synergy_Loewe=-29.9, Synergy_HSA=-4.66. (8) Drug 1: C1CN1P(=S)(N2CC2)N3CC3. Drug 2: CNC(=O)C1=NC=CC(=C1)OC2=CC=C(C=C2)NC(=O)NC3=CC(=C(C=C3)Cl)C(F)(F)F. Cell line: SF-295. Synergy scores: CSS=24.6, Synergy_ZIP=-7.74, Synergy_Bliss=-3.02, Synergy_Loewe=-5.36, Synergy_HSA=-5.35.